From a dataset of Forward reaction prediction with 1.9M reactions from USPTO patents (1976-2016). Predict the product of the given reaction. (1) Given the reactants Cl.C(OC([N:9]1[CH2:37][CH2:36][C:12]2([C:16](=[O:17])[N:15]([C:18]3[C:19]([CH3:35])=[N:20][C:21]([N:24]4[CH2:28][CH2:27][C@H:26]([N:29]5[CH2:33][CH2:32][CH2:31][C@@H:30]5[CH3:34])[CH2:25]4)=[CH:22][CH:23]=3)[CH2:14][CH2:13]2)[CH2:11][CH2:10]1)=O)(C)(C)C, predict the reaction product. The product is: [CH3:35][C:19]1[C:18]([N:15]2[CH2:14][CH2:13][C:12]3([CH2:36][CH2:37][NH:9][CH2:10][CH2:11]3)[C:16]2=[O:17])=[CH:23][CH:22]=[C:21]([N:24]2[CH2:28][CH2:27][C@H:26]([N:29]3[CH2:33][CH2:32][CH2:31][C@@H:30]3[CH3:34])[CH2:25]2)[N:20]=1. (2) The product is: [CH3:1][O:2][C:3](=[O:17])[CH2:4][CH:5]1[C:9]2[CH:10]=[C:11]([F:16])[C:12]([OH:15])=[C:13]([F:14])[C:8]=2[O:7][CH2:6]1. Given the reactants [CH3:1][O:2][C:3](=[O:17])[CH2:4][C:5]1[C:9]2[CH:10]=[C:11]([F:16])[C:12]([OH:15])=[C:13]([F:14])[C:8]=2[O:7][CH:6]=1, predict the reaction product. (3) Given the reactants CS(O[CH2:6][CH2:7][C:8]1[O:9][C:10]2[CH:16]=[CH:15][C:14]([C:17]3[CH:22]=[CH:21][C:20]([C:23]#[N:24])=[CH:19][CH:18]=3)=[CH:13][C:11]=2[CH:12]=1)(=O)=O.[CH3:25][N:26]([CH3:32])[C@H:27]1[CH2:31][CH2:30][NH:29][CH2:28]1, predict the reaction product. The product is: [CH3:25][N:26]([CH3:32])[C@H:27]1[CH2:31][CH2:30][N:29]([CH2:6][CH2:7][C:8]2[O:9][C:10]3[CH:16]=[CH:15][C:14]([C:17]4[CH:22]=[CH:21][C:20]([C:23]#[N:24])=[CH:19][CH:18]=4)=[CH:13][C:11]=3[CH:12]=2)[CH2:28]1. (4) The product is: [CH:1]([C:4]1[N:9]([C:10]2[CH:15]=[CH:14][CH:13]=[CH:12][CH:11]=2)[C:28](=[O:31])[C:7]2[C:8](=[O:16])[C:27]3[CH:26]=[CH:25][CH:24]=[CH:19][C:18]=3[NH:17][C:6]=2[CH:5]=1)([CH3:3])[CH3:2]. Given the reactants [CH:1]([C:4]1[N:9]([C:10]2[CH:15]=[CH:14][CH:13]=[CH:12][CH:11]=2)[C:8](=[O:16])[CH:7]=[C:6]([NH:17][C:18]2[CH:27]=[CH:26][CH:25]=[CH:24][C:19]=2C(OC)=O)[CH:5]=1)([CH3:3])[CH3:2].[C:28](=[O:31])(O)[O-].[K+], predict the reaction product. (5) Given the reactants [C:1]1([C:7]([C:15]2[CH:20]=[CH:19][CH:18]=[CH:17][CH:16]=2)([CH:9]2[CH2:14][CH2:13][NH:12][CH2:11][CH2:10]2)[OH:8])[CH:6]=[CH:5][CH:4]=[CH:3][CH:2]=1.[C:21]([C:25]1[CH:30]=[CH:29][C:28]([CH2:31][CH2:32][CH2:33]Cl)=[CH:27][CH:26]=1)([CH3:24])([CH3:23])[CH3:22].C(=O)([O-])[O-].[K+].[K+], predict the reaction product. The product is: [C:21]([C:25]1[CH:26]=[CH:27][C:28]([CH2:31][CH2:32][CH2:33][N:12]2[CH2:13][CH2:14][CH:9]([C:7]([C:15]3[CH:20]=[CH:19][CH:18]=[CH:17][CH:16]=3)([C:1]3[CH:2]=[CH:3][CH:4]=[CH:5][CH:6]=3)[OH:8])[CH2:10][CH2:11]2)=[CH:29][CH:30]=1)([CH3:24])([CH3:23])[CH3:22]. (6) Given the reactants Cl[C:2]1[N:6]([CH2:7][C:8]2[CH:13]=[CH:12][C:11]([O:14][CH3:15])=[CH:10][CH:9]=2)[N:5]=[CH:4][C:3]=1[N+:16]([O-])=O.[CH3:19][C@H:20]1[NH:25][CH2:24][CH2:23][N:22]([C:26]([O:28][C:29]([CH3:32])([CH3:31])[CH3:30])=[O:27])[CH2:21]1, predict the reaction product. The product is: [NH2:16][C:3]1[CH:4]=[N:5][N:6]([CH2:7][C:8]2[CH:13]=[CH:12][C:11]([O:14][CH3:15])=[CH:10][CH:9]=2)[C:2]=1[N:25]1[CH2:24][CH2:23][N:22]([C:26]([O:28][C:29]([CH3:32])([CH3:31])[CH3:30])=[O:27])[CH2:21][C@H:20]1[CH3:19].